This data is from Forward reaction prediction with 1.9M reactions from USPTO patents (1976-2016). The task is: Predict the product of the given reaction. (1) Given the reactants C[O:2][C:3](=O)[C:4]1[CH:9]=[CH:8][CH:7]=[CH:6][C:5]=1[S:10]([CH3:13])(=[O:12])=[O:11].[Li+].[BH4-].Cl, predict the reaction product. The product is: [CH3:13][S:10]([C:5]1[CH:6]=[CH:7][CH:8]=[CH:9][C:4]=1[CH2:3][OH:2])(=[O:11])=[O:12]. (2) Given the reactants [Si]([O:18][CH:19]1[CH2:22][N:21]([C:23]2[S:24][CH:25]=[C:26]([C:28]([N:30]3[CH2:33][CH:32]([NH:34][C:35]([O:37][CH2:38][C:39]4[CH:44]=[CH:43][C:42]([N+:45]([O-:47])=[O:46])=[CH:41][CH:40]=4)=[O:36])[CH2:31]3)=[O:29])[N:27]=2)[CH2:20]1)(C(C)(C)C)(C1C=CC=CC=1)C1C=CC=CC=1.C(O)(=O)C.[F-].C([N+](CCCC)(CCCC)CCCC)CCC, predict the reaction product. The product is: [OH:18][CH:19]1[CH2:22][N:21]([C:23]2[S:24][CH:25]=[C:26]([C:28]([N:30]3[CH2:31][CH:32]([NH:34][C:35]([O:37][CH2:38][C:39]4[CH:44]=[CH:43][C:42]([N+:45]([O-:47])=[O:46])=[CH:41][CH:40]=4)=[O:36])[CH2:33]3)=[O:29])[N:27]=2)[CH2:20]1. (3) Given the reactants [CH3:1][C:2]1([CH3:14])[O:11][C:10]2[C:5](=[N:6][C:7]([CH:12]=O)=[CH:8][CH:9]=2)[CH:4]=[CH:3]1.[NH2:15][C:16]1[CH:21]=[CH:20][CH:19]=[CH:18][CH:17]=1.[BH3-]C#N.[Na+], predict the reaction product. The product is: [CH3:1][C:2]1([CH3:14])[O:11][C:10]2[C:5](=[N:6][C:7]([CH2:12][NH:15][C:16]3[CH:21]=[CH:20][CH:19]=[CH:18][CH:17]=3)=[CH:8][CH:9]=2)[CH:4]=[CH:3]1. (4) The product is: [Cl:1][C:2]1[CH:3]=[C:4]2[C:9](=[CH:10][C:11]=1[O:12][C:13]1[CH:18]=[CH:17][C:16]([C:19](=[O:30])[NH:20][CH2:21][C:22]3[CH:27]=[CH:26][C:25]([Cl:28])=[C:24]([Cl:29])[CH:23]=3)=[CH:15][CH:14]=1)[O:8][CH2:7][CH2:6][CH:5]2[C:31]([OH:33])=[O:32]. Given the reactants [Cl:1][C:2]1[CH:3]=[C:4]2[C:9](=[CH:10][C:11]=1[O:12][C:13]1[CH:18]=[CH:17][C:16]([C:19](=[O:30])[NH:20][CH2:21][C:22]3[CH:27]=[CH:26][C:25]([Cl:28])=[C:24]([Cl:29])[CH:23]=3)=[CH:15][CH:14]=1)[O:8][CH2:7][CH2:6][CH:5]2[C:31]([O:33]CC)=[O:32].[OH-].[Na+].C1COCC1.Cl, predict the reaction product. (5) Given the reactants [CH:1]([Mg]Br)=[CH2:2].[F:5][C:6]1[CH:7]=[C:8]([CH2:13][C@H:14]([NH:18][C:19](=[O:25])[O:20][C:21]([CH3:24])([CH3:23])[CH3:22])[C@@H:15]2[CH2:17][O:16]2)[CH:9]=[C:10]([F:12])[CH:11]=1, predict the reaction product. The product is: [F:5][C:6]1[CH:7]=[C:8]([CH:9]=[C:10]([F:12])[CH:11]=1)[CH2:13][C@H:14]([NH:18][C:19](=[O:25])[O:20][C:21]([CH3:24])([CH3:23])[CH3:22])[C@@H:15]([OH:16])[CH2:17][CH:1]=[CH2:2].